This data is from Full USPTO retrosynthesis dataset with 1.9M reactions from patents (1976-2016). The task is: Predict the reactants needed to synthesize the given product. (1) Given the product [OH:3][CH:2]([CH3:4])[CH2:1][O:5][CH2:6][C:7]1[CH:8]=[CH:9][C:10]([N:13]2[CH:17]=[CH:16][C:15]([CH:18]([C:20]3[CH:29]=[CH:28][C:23]4[NH:24][C:25](=[O:27])[S:26][C:22]=4[CH:21]=3)[CH3:19])=[N:14]2)=[N:11][CH:12]=1, predict the reactants needed to synthesize it. The reactants are: [CH2:1]([O:5][CH2:6][C:7]1[CH:8]=[CH:9][C:10]([N:13]2[CH:17]=[CH:16][C:15]([CH:18]([C:20]3[CH:29]=[CH:28][C:23]4[NH:24][C:25](=[O:27])[S:26][C:22]=4[CH:21]=3)[CH3:19])=[N:14]2)=[N:11][CH:12]=1)[C:2]([CH3:4])=[O:3].[BH4-].[Li+]. (2) The reactants are: [NH2:1][C:2]1([C:13]2[CH:18]=[CH:17][CH:16]=[CH:15][C:14]=2[O:19][CH3:20])[C:10]2[C:5](=[CH:6][CH:7]=[C:8]([Cl:11])[CH:9]=2)[NH:4][C:3]1=[O:12].[CH3:21][O:22][C:23]1[CH:28]=[CH:27][C:26]([S:29](Cl)(=[O:31])=[O:30])=[C:25]([O:33][C:34]([F:37])([F:36])[F:35])[CH:24]=1. Given the product [NH2:1][C:2]1([C:13]2[CH:18]=[CH:17][CH:16]=[CH:15][C:14]=2[O:19][CH3:20])[C:10]2[C:5](=[CH:6][CH:7]=[C:8]([Cl:11])[CH:9]=2)[N:4]([S:29]([C:26]2[CH:27]=[CH:28][C:23]([O:22][CH3:21])=[CH:24][C:25]=2[O:33][C:34]([F:35])([F:36])[F:37])(=[O:31])=[O:30])[C:3]1=[O:12], predict the reactants needed to synthesize it. (3) The reactants are: Cl[C:2]1[CH:7]=[CH:6][N:5]=[C:4]2[NH:8][C:9]([C:11]3[CH:16]=[CH:15][C:14]([CH2:17][N:18]4[CH2:23][CH2:22][O:21][CH2:20][CH2:19]4)=[CH:13][CH:12]=3)=[N:10][C:3]=12.[CH3:24][O:25][C:26]([C:28]1[CH:33]=[CH:32][C:31](B(O)O)=[CH:30][CH:29]=1)=[O:27].C(=O)([O-])[O-].[Na+].[Na+]. Given the product [N:18]1([CH2:17][C:14]2[CH:15]=[CH:16][C:11]([C:9]3[NH:8][C:4]4=[N:5][CH:6]=[CH:7][C:2]([C:31]5[CH:32]=[CH:33][C:28]([C:26]([O:25][CH3:24])=[O:27])=[CH:29][CH:30]=5)=[C:3]4[N:10]=3)=[CH:12][CH:13]=2)[CH2:23][CH2:22][O:21][CH2:20][CH2:19]1, predict the reactants needed to synthesize it.